Predict the product of the given reaction. From a dataset of Forward reaction prediction with 1.9M reactions from USPTO patents (1976-2016). (1) Given the reactants COC(=O)[CH2:4][N:5]1[CH2:33][CH2:32][C:8]2([S:12][C:11]([C:13]3[NH:14][C:15]4[C:20]([CH:21]=3)=[CH:19][CH:18]=[CH:17][C:16]=4[N:22]([CH3:31])[S:23]([C:26]3[S:27][CH:28]=[CH:29][CH:30]=3)(=[O:25])=[O:24])=[N:10][CH2:9]2)[CH2:7][CH2:6]1.[CH3:35][Li].C([O:39][CH2:40][CH3:41])C.[Cl-].[NH4+], predict the reaction product. The product is: [OH:39][C:40]([CH3:41])([CH3:35])[CH2:4][N:5]1[CH2:33][CH2:32][C:8]2([S:12][C:11]([C:13]3[NH:14][C:15]4[C:20]([CH:21]=3)=[CH:19][CH:18]=[CH:17][C:16]=4[N:22]([CH3:31])[S:23]([C:26]3[S:27][CH:28]=[CH:29][CH:30]=3)(=[O:25])=[O:24])=[N:10][CH2:9]2)[CH2:7][CH2:6]1. (2) Given the reactants [C:1]1([CH3:7])[CH:6]=[CH:5][CH:4]=[CH:3][CH:2]=1.C[Zn]C.[C:11](O[C:11](=[O:15])[CH2:12][CH2:13][CH3:14])(=[O:15])[CH2:12][CH2:13][CH3:14].[C:22]1(=[O:37])[CH2:36]CCCCCC[CH2:29][CH2:28][CH2:27][CH2:26][CH2:25][CH:24]=[CH:23]1, predict the reaction product. The product is: [C:11]([O:36][C:22]1[CH2:23][CH2:24][CH2:25][CH2:26][CH2:27][CH2:28][CH2:29][CH2:2][CH2:3][CH2:4][CH2:5][CH2:6][C@@H:1]([CH3:7])[CH:37]=1)(=[O:15])[CH2:12][CH2:13][CH3:14]. (3) The product is: [Br:12][C:9]1[CH:10]=[CH:11][C:2]([NH:1][C:27](=[O:28])[CH2:26][C:20]2[CH:25]=[CH:24][CH:23]=[CH:22][CH:21]=2)=[C:3]([CH:8]=1)[C:4]([O:6][CH3:7])=[O:5]. Given the reactants [NH2:1][C:2]1[CH:11]=[CH:10][C:9]([Br:12])=[CH:8][C:3]=1[C:4]([O:6][CH3:7])=[O:5].CCN(CC)CC.[C:20]1([CH2:26][C:27](Cl)=[O:28])[CH:25]=[CH:24][CH:23]=[CH:22][CH:21]=1.C([O-])([O-])=O.[K+].[K+], predict the reaction product.